From a dataset of Forward reaction prediction with 1.9M reactions from USPTO patents (1976-2016). Predict the product of the given reaction. (1) Given the reactants CC([O:4][C:5](=[O:33])[C:6]1[CH:11]=[CH:10][CH:9]=[C:8]([C:12]2[C:21]3[C:16](=[CH:17][C:18]([S:27][CH2:28][CH2:29][CH3:30])=[C:19]4[O:24][C:23]([CH3:26])([CH3:25])[CH2:22][C:20]4=3)[CH2:15][C:14]([CH3:32])([CH3:31])[N:13]=2)[CH:7]=1)C.Cl.[Cl-].[Na+], predict the reaction product. The product is: [CH3:32][C:14]1([CH3:31])[CH2:15][C:16]2[C:21](=[C:20]3[CH2:22][C:23]([CH3:25])([CH3:26])[O:24][C:19]3=[C:18]([S:27][CH2:28][CH2:29][CH3:30])[CH:17]=2)[C:12]([C:8]2[CH:7]=[C:6]([CH:11]=[CH:10][CH:9]=2)[C:5]([OH:33])=[O:4])=[N:13]1. (2) Given the reactants [CH3:1][O:2][CH2:3][CH2:4][O:5][CH2:6][CH2:7][O:8][CH2:9][CH2:10][OH:11].[CH2:12]([O:14][C:15](=[O:19])[CH2:16][CH:17]=[CH2:18])[CH3:13], predict the reaction product. The product is: [CH2:12]([O:14][C:15](=[O:19])[CH2:16][CH2:17][CH2:18][O:11][CH2:10][CH2:9][O:8][CH2:7][CH2:6][O:5][CH2:4][CH2:3][O:2][CH3:1])[CH3:13]. (3) Given the reactants Cl.[N:2]1[CH:7]=[CH:6][CH:5]=[C:4]([O:8][C:9]([N:11]2[CH2:16][CH2:15][NH:14][CH2:13][CH2:12]2)=[O:10])[CH:3]=1.[N:17]1[C:21]2[CH:22]=[CH:23][CH:24]=[CH:25][C:20]=2[NH:19][C:18]=1[C:26](O)=[O:27].C1C=CC2N(O)N=NC=2C=1.CCN=C=NCCCN(C)C.C(=O)([O-])O.[Na+], predict the reaction product. The product is: [N:2]1[CH:7]=[CH:6][CH:5]=[C:4]([O:8][C:9]([N:11]2[CH2:12][CH2:13][N:14]([C:26]([C:18]3[NH:19][C:20]4[CH:25]=[CH:24][CH:23]=[CH:22][C:21]=4[N:17]=3)=[O:27])[CH2:15][CH2:16]2)=[O:10])[CH:3]=1.